From a dataset of Forward reaction prediction with 1.9M reactions from USPTO patents (1976-2016). Predict the product of the given reaction. Given the reactants BrC1C(F)=CC(F)=[C:6]([C@:8]2([CH3:29])[CH2:13][C@@H:12]([C:14]3[C:15]([CH3:20])=[N:16][O:17][C:18]=3[CH3:19])[S:11][C:10]([NH:21][C:22](=[O:28])[O:23][C:24]([CH3:27])([CH3:26])[CH3:25])=[N:9]2)C=1.[Br:32][C:33]1[S:37]C(C(=O)C)=[C:35]([Cl:41])[CH:34]=1, predict the reaction product. The product is: [Br:32][C:33]1[S:37][C:6]([C@:8]2([CH3:29])[CH2:13][C@@H:12]([C:14]3[C:15]([CH3:20])=[N:16][O:17][C:18]=3[CH3:19])[S:11][C:10]([NH:21][C:22](=[O:28])[O:23][C:24]([CH3:27])([CH3:26])[CH3:25])=[N:9]2)=[C:35]([Cl:41])[CH:34]=1.